The task is: Predict the reactants needed to synthesize the given product.. This data is from Full USPTO retrosynthesis dataset with 1.9M reactions from patents (1976-2016). (1) Given the product [N+:14]([C:5]1[C:6]([NH:8][CH2:9][C:10]([O:12][CH3:13])=[O:11])=[N:7][C:2]([N:17]2[CH:21]=[CH:20][CH:19]=[N:18]2)=[CH:3][CH:4]=1)([O-:16])=[O:15], predict the reactants needed to synthesize it. The reactants are: Cl[C:2]1[N:7]=[C:6]([NH:8][CH2:9][C:10]([O:12][CH3:13])=[O:11])[C:5]([N+:14]([O-:16])=[O:15])=[CH:4][CH:3]=1.[NH:17]1[CH:21]=[CH:20][CH:19]=[N:18]1.O. (2) Given the product [F:1][C:2]1[CH:9]=[C:8]([N:10]2[CH2:15][CH2:14][O:13][CH2:12][CH2:11]2)[CH:7]=[CH:6][C:3]=1[CH:4]=[O:34], predict the reactants needed to synthesize it. The reactants are: [F:1][C:2]1[CH:9]=[C:8]([N:10]2[CH2:15][CH2:14][O:13][CH2:12][CH2:11]2)[CH:7]=[CH:6][C:3]=1[C:4]#N.CC(C[AlH]CC(C)C)C.C1(C)C=CC=CC=1.[Cl-].[NH4+].[O:34]1CCCC1. (3) The reactants are: [CH2:1]([N:8]1[CH2:13][CH:12]=[C:11]([CH2:14][OH:15])[CH2:10][CH2:9]1)[C:2]1[CH:7]=[CH:6][CH:5]=[CH:4][CH:3]=1.[Br:16][C:17]1[CH:22]=[CH:21][C:20]([O:23][CH3:24])=[CH:19][C:18]=1O.C1C=CC(P(C2C=CC=CC=2)C2C=CC=CC=2)=CC=1.N(C(OC(C)C)=O)=NC(OC(C)C)=O. Given the product [CH2:1]([N:8]1[CH2:9][CH:10]=[C:11]([CH2:14][O:15][C:18]2[CH:19]=[C:20]([O:23][CH3:24])[CH:21]=[CH:22][C:17]=2[Br:16])[CH2:12][CH2:13]1)[C:2]1[CH:7]=[CH:6][CH:5]=[CH:4][CH:3]=1, predict the reactants needed to synthesize it.